This data is from Forward reaction prediction with 1.9M reactions from USPTO patents (1976-2016). The task is: Predict the product of the given reaction. (1) Given the reactants [F:1][C:2]1[C:3]2[N:11](C(C3C=CC=CC=3)(C3C=CC=CC=3)C3C=CC=CC=3)[N:10]=[C:9]([C:31]3[CH:36]=[CH:35][N:34]=[C:33]([CH3:37])[CH:32]=3)[C:4]=2[CH:5]=[N:6][C:7]=1[NH2:8].[C:38]([N:45]1[CH:49]=[CH:48]N=C1)(N1C=CN=C1)=[O:39].N1[CH:54]=[CH:53]N=C1.Cl[CH2:56][CH2:57]Cl.[CH3:59][CH2:60]OC(C)=O, predict the reaction product. The product is: [F:1][C:2]1[C:3]2[NH:11][N:10]=[C:9]([C:31]3[CH:36]=[CH:35][N:34]=[C:33]([CH3:37])[CH:32]=3)[C:4]=2[CH:5]=[N:6][C:7]=1[NH:8][C:38]([NH:45][C@@H:49]([C:57]1[CH:56]=[CH:54][CH:53]=[CH:60][CH:59]=1)[CH3:48])=[O:39]. (2) Given the reactants [NH:1]1[CH2:6][CH2:5][CH2:4][C@H:3]([NH:7][C:8](=[O:14])[O:9][C:10]([CH3:13])([CH3:12])[CH3:11])[CH2:2]1.[CH:15](=O)[C:16]1[CH:21]=[CH:20][CH:19]=[CH:18][CH:17]=1.[BH-](OC(C)=O)(OC(C)=O)OC(C)=O.[Na+].O, predict the reaction product. The product is: [CH2:15]([N:1]1[CH2:6][CH2:5][CH2:4][C@H:3]([NH:7][C:8](=[O:14])[O:9][C:10]([CH3:11])([CH3:13])[CH3:12])[CH2:2]1)[C:16]1[CH:21]=[CH:20][CH:19]=[CH:18][CH:17]=1. (3) Given the reactants O[CH2:2][CH2:3][C:4]1[N:8]([CH:9]2[C:18]3[C:13](=[CH:14][CH:15]=[CH:16][CH:17]=3)[C:12](=[O:19])[O:11][C:10]2([CH3:21])[CH3:20])[CH:7]=[N:6][CH:5]=1.CCN(S(F)(F)[F:28])CC, predict the reaction product. The product is: [F:28][CH2:2][CH2:3][C:4]1[N:8]([CH:9]2[C:18]3[C:13](=[CH:14][CH:15]=[CH:16][CH:17]=3)[C:12](=[O:19])[O:11][C:10]2([CH3:21])[CH3:20])[CH:7]=[N:6][CH:5]=1. (4) Given the reactants [CH:1]1[C:14]2[CH:13]=[C:12](B(O)O)[C:11]3[C:6](=[CH:7][CH:8]=[CH:9][CH:10]=3)[C:5]=2[CH:4]=[CH:3][CH:2]=1.[Br:18][C:19]1[CH:28]=[CH:27][C:26]2[C:21](=[CH:22][C:23](Br)=[CH:24][CH:25]=2)[CH:20]=1.C(COC)OC.C(=O)([O-])[O-].[Na+].[Na+], predict the reaction product. The product is: [Br:18][C:19]1[CH:20]=[C:21]2[C:26]([CH:25]=[CH:24][C:23]([C:12]3[C:11]4[C:6]([C:5]5[CH:4]=[CH:3][CH:2]=[CH:1][C:14]=5[CH:13]=3)=[CH:7][CH:8]=[CH:9][CH:10]=4)=[CH:22]2)=[CH:27][CH:28]=1. (5) Given the reactants [CH3:1][C@H:2]1[NH:7][CH2:6][CH2:5][N:4]([C:8]2[C:13]([C:14]([F:17])([F:16])[F:15])=[CH:12][CH:11]=[CH:10][N:9]=2)[CH2:3]1.[C:18](O[C:18]([O:20][C:21]([CH3:24])([CH3:23])[CH3:22])=[O:19])([O:20][C:21]([CH3:24])([CH3:23])[CH3:22])=[O:19], predict the reaction product. The product is: [C:21]([O:20][C:18]([N:7]1[CH2:6][CH2:5][N:4]([C:8]2[C:13]([C:14]([F:17])([F:15])[F:16])=[CH:12][CH:11]=[CH:10][N:9]=2)[CH2:3][C@H:2]1[CH3:1])=[O:19])([CH3:24])([CH3:23])[CH3:22]. (6) Given the reactants I[C:2]1[C:7]([O:8][CH3:9])=[C:6]([O:10][CH2:11][C:12]2[CH:17]=[CH:16][C:15]([O:18][CH3:19])=[CH:14][CH:13]=2)[C:5]([O:20][CH3:21])=[CH:4][N:3]=1.[C:22]([C:24]1[CH:25]=[N:26][N:27]([CH3:29])[CH:28]=1)#[CH:23], predict the reaction product. The product is: [CH3:9][O:8][C:7]1[C:2]([C:23]#[C:22][C:24]2[CH:25]=[N:26][N:27]([CH3:29])[CH:28]=2)=[N:3][CH:4]=[C:5]([O:20][CH3:21])[C:6]=1[O:10][CH2:11][C:12]1[CH:17]=[CH:16][C:15]([O:18][CH3:19])=[CH:14][CH:13]=1. (7) Given the reactants CC1(C)COB([C:8]2[CH:9]=[C:10]([NH2:23])[C:11]([N:14]([CH2:19][CH:20]([CH3:22])[CH3:21])[CH2:15][CH:16]([CH3:18])[CH3:17])=[CH:12][CH:13]=2)OC1.Br[C:26]1[CH:35]=[CH:34][C:33]([Cl:36])=[CH:32][C:27]=1[C:28]([O:30][CH3:31])=[O:29].P([O-])([O-])([O-])=O.[K+].[K+].[K+], predict the reaction product. The product is: [NH2:23][C:10]1[CH:9]=[C:8]([C:26]2[C:27]([C:28]([O:30][CH3:31])=[O:29])=[CH:32][C:33]([Cl:36])=[CH:34][CH:35]=2)[CH:13]=[CH:12][C:11]=1[N:14]([CH2:15][CH:16]([CH3:17])[CH3:18])[CH2:19][CH:20]([CH3:21])[CH3:22].